Predict the product of the given reaction. From a dataset of Forward reaction prediction with 1.9M reactions from USPTO patents (1976-2016). (1) Given the reactants [CH2:1]([O:8][C:9]1[CH:14]=[CH:13][C:12]([S:15](Cl)(=[O:17])=[O:16])=[CH:11][CH:10]=1)[C:2]1[CH:7]=[CH:6][CH:5]=[CH:4][CH:3]=1.[C:19]([O:23][C:24]([N:26]1[CH2:32][CH2:31][C:30]2[CH:33]=[C:34]([Br:38])[C:35]([NH2:37])=[CH:36][C:29]=2[CH2:28][CH2:27]1)=[O:25])([CH3:22])([CH3:21])[CH3:20], predict the reaction product. The product is: [C:19]([O:23][C:24]([N:26]1[CH2:27][CH2:28][C:29]2[CH:36]=[C:35]([NH:37][S:15]([C:12]3[CH:13]=[CH:14][C:9]([O:8][CH2:1][C:2]4[CH:7]=[CH:6][CH:5]=[CH:4][CH:3]=4)=[CH:10][CH:11]=3)(=[O:17])=[O:16])[C:34]([Br:38])=[CH:33][C:30]=2[CH2:31][CH2:32]1)=[O:25])([CH3:22])([CH3:20])[CH3:21]. (2) Given the reactants [NH2:1][C:2]1[N:7]=[C:6]([C:8]2[CH:15]=[CH:14][C:11]([C:12]#[N:13])=[C:10](F)[CH:9]=2)[CH:5]=[C:4]([NH:17][CH:18]([CH3:20])[CH3:19])[N:3]=1.O.[NH2:22][NH2:23], predict the reaction product. The product is: [NH2:13][C:12]1[C:11]2[C:10](=[CH:9][C:8]([C:6]3[N:7]=[C:2]([NH2:1])[N:3]=[C:4]([NH:17][CH:18]([CH3:20])[CH3:19])[CH:5]=3)=[CH:15][CH:14]=2)[NH:23][N:22]=1. (3) Given the reactants [CH:1]1([C:7]2[CH:12]=[CH:11][C:10]([CH:13]3[CH:15]([C:16](=[O:28])[C:17]4[CH:22]=[CH:21][C:20]([O:23][C:24]([F:27])([F:26])[F:25])=[CH:19][CH:18]=4)[CH:14]3[C:29]3[CH:37]=[CH:36][C:32]([C:33](O)=[O:34])=[CH:31][CH:30]=3)=[CH:9][CH:8]=2)[CH2:6][CH2:5][CH2:4][CH2:3][CH2:2]1.Cl.CN(C)CCCN=C=NCC.O.ON1C2C=CC=CC=2N=N1.Cl.[CH3:62][O:63][C:64](=[O:68])[CH2:65][CH2:66][NH2:67].C(N(C(C)C)CC)(C)C, predict the reaction product. The product is: [CH3:62][O:63][C:64](=[O:68])[CH2:65][CH2:66][NH:67][C:33](=[O:34])[C:32]1[CH:31]=[CH:30][C:29]([CH:14]2[CH:15]([C:16](=[O:28])[C:17]3[CH:22]=[CH:21][C:20]([O:23][C:24]([F:26])([F:27])[F:25])=[CH:19][CH:18]=3)[CH:13]2[C:10]2[CH:9]=[CH:8][C:7]([CH:1]3[CH2:6][CH2:5][CH2:4][CH2:3][CH2:2]3)=[CH:12][CH:11]=2)=[CH:37][CH:36]=1. (4) Given the reactants [C:1]1([C@H:7]([O:9][C:10](=[O:25])[NH:11][C:12]2[C:13]([CH3:24])=[N:14][O:15][C:16]=2[C:17]2[CH:22]=[CH:21][C:20](Br)=[CH:19][CH:18]=2)[CH3:8])[CH:6]=[CH:5][CH:4]=[CH:3][CH:2]=1.[CH2:26]([O:28][C:29](=[O:46])[CH2:30][C:31]1[CH:36]=[CH:35][CH:34]=[CH:33][C:32]=1B1OC(C)(C)C(C)(C)O1)[CH3:27], predict the reaction product. The product is: [CH2:26]([O:28][C:29](=[O:46])[CH2:30][C:31]1[CH:36]=[CH:35][CH:34]=[CH:33][C:32]=1[C:20]1[CH:21]=[CH:22][C:17]([C:16]2[O:15][N:14]=[C:13]([CH3:24])[C:12]=2[NH:11][C:10]([O:9][C@@H:7]([C:1]2[CH:6]=[CH:5][CH:4]=[CH:3][CH:2]=2)[CH3:8])=[O:25])=[CH:18][CH:19]=1)[CH3:27]. (5) The product is: [C:10]12([CH3:18])[C:15]([CH3:17])([CH3:16])[CH:13]([CH2:12][CH2:11]1)[CH2:14][C:9]2=[O:19]. Given the reactants [NH2-].[Na+].C1([C@@:9]2([OH:19])[CH2:14][C@@H:13]3[C:15]([CH3:17])([CH3:16])[C@@:10]2([CH3:18])[CH2:11][CH2:12]3)C=CC=CC=1.ClCCN(C)C, predict the reaction product. (6) The product is: [C:5]([S:1][CH2:2][Si:26]([O:33][CH2:34][CH3:35])([O:30][CH2:31][CH3:32])[O:27][CH2:28][CH3:29])(=[O:9])[CH3:4]. Given the reactants [S:1]1[CH:5]=[CH:4]C=[C:2]1C(O)=O.[O-:9]CC.[Na+].N#N.S1C=CC=C1CC(O)=O.ClC[Si:26]([O:33][CH2:34][CH3:35])([O:30][CH2:31][CH3:32])[O:27][CH2:28][CH3:29], predict the reaction product.